From a dataset of Catalyst prediction with 721,799 reactions and 888 catalyst types from USPTO. Predict which catalyst facilitates the given reaction. (1) Reactant: [Cl-].[Cl-].[CH3:3][C:4]1[C:5]([CH3:20])=[C:6]([CH3:19])[C:7]([Zr+2:10][C:11]2([CH2:16][CH2:17][CH3:18])[CH:15]=[CH:14][CH:13]=[CH:12]2)([CH3:9])[CH:8]=1.C([Sn]([F:34])(CCCC)CCCC)CCC.CCCCC. Product: [F-:34].[F-:34].[CH3:3][C:4]1[C:5]([CH3:20])=[C:6]([CH3:19])[C:7]([Zr+2:10][C:11]2([CH2:16][CH2:17][CH3:18])[CH:12]=[CH:13][CH:14]=[CH:15]2)([CH3:9])[CH:8]=1. The catalyst class is: 4. (2) Reactant: [Br:1][C:2]1[CH:3]=[CH:4][C:5]([NH2:8])=[N:6][CH:7]=1.[CH2:9]([O:11][C:12]([N:14]=[C:15]=[S:16])=[O:13])[CH3:10]. The catalyst class is: 12. Product: [CH2:9]([O:11][C:12]([NH:14][C:15]([NH:8][C:5]1[CH:4]=[CH:3][C:2]([Br:1])=[CH:7][N:6]=1)=[S:16])=[O:13])[CH3:10]. (3) Reactant: [Cl:1][C:2]1[CH:7]=[CH:6][C:5]([CH:8]2[CH2:13][S:12](=[O:15])(=[O:14])[NH:11][C:10](=[O:16])[NH:9]2)=[CH:4][CH:3]=1.[CH3:17][O-].[Na+].CI. Product: [Cl:1][C:2]1[CH:3]=[CH:4][C:5]([CH:8]2[CH2:13][S:12](=[O:15])(=[O:14])[N:11]([CH3:17])[C:10](=[O:16])[NH:9]2)=[CH:6][CH:7]=1. The catalyst class is: 475. (4) Product: [CH3:31][S:32][C:2]1[CH:3]=[CH:4][C:5]([CH2:8][O:9][CH2:10][C@@H:12]2[CH2:27][C@@H:11]2[CH:13]2[CH2:14][CH2:15][N:16]([C:19]([O:21][C:22]([CH3:23])([CH3:24])[CH3:25])=[O:20])[CH2:17][CH2:18]2)=[N:6][CH:7]=1. The catalyst class is: 1. Reactant: Br[C:2]1[CH:3]=[CH:4][C:5]([CH2:8][O:9][C@@H:10]2[CH2:12][C@@H:11]2[CH:13]2[CH2:18][CH2:17][N:16]([C:19]([O:21][C:22]([CH3:25])([CH3:24])[CH3:23])=[O:20])[CH2:15][CH2:14]2)=[N:6][CH:7]=1.[Li+].[CH3:27]CC[CH2-].[CH3:31][S:32]SC. (5) Reactant: [I-:1].[K+].N(OCCC(C)C)=O.[Cl:11][C:12]1[CH:13]=[C:14]([N:18]2[C:22](N)=[CH:21][C:20]([C:24]([F:27])([F:26])[F:25])=[N:19]2)[CH:15]=[CH:16][CH:17]=1. Product: [Cl:11][C:12]1[CH:13]=[C:14]([N:18]2[C:22]([I:1])=[CH:21][C:20]([C:24]([F:27])([F:26])[F:25])=[N:19]2)[CH:15]=[CH:16][CH:17]=1. The catalyst class is: 10.